Dataset: Catalyst prediction with 721,799 reactions and 888 catalyst types from USPTO. Task: Predict which catalyst facilitates the given reaction. (1) Reactant: C[O:2][C:3]([CH:5]1[CH2:9][CH2:8][CH2:7][N:6]1[CH2:10][C:11](=[O:29])[NH:12][CH2:13][C:14]1[C:18](=[N:19][NH:20][C:21]2[CH:26]=[CH:25][CH:24]=[C:23]([F:27])[CH:22]=2)[C:17]([NH2:28])=[N:16][N:15]=1)=[O:4].[OH-].[K+]. Product: [NH2:28][C:17]1[C:18](=[N:19][NH:20][C:21]2[CH:26]=[CH:25][CH:24]=[C:23]([F:27])[CH:22]=2)[C:14]([CH2:13][NH:12][C:11]([CH2:10][N:6]2[CH2:7][CH2:8][CH2:9][CH:5]2[C:3]([OH:4])=[O:2])=[O:29])=[N:15][N:16]=1. The catalyst class is: 8. (2) Reactant: [C:1]([C:4]1[CH:18]=[CH:17][C:7]([O:8][CH2:9][C:10]([N:12]([CH2:15][CH3:16])[CH2:13][CH3:14])=[O:11])=[CH:6][CH:5]=1)(=O)[CH3:2].[CH2:19]([NH2:22])[CH2:20][NH2:21]. Product: [NH2:21][CH2:20][CH2:19][NH:22][CH:1]([C:4]1[CH:18]=[CH:17][C:7]([O:8][CH2:9][C:10]([N:12]([CH2:15][CH3:16])[CH2:13][CH3:14])=[O:11])=[CH:6][CH:5]=1)[CH3:2]. The catalyst class is: 15. (3) Reactant: [CH3:1][O:2][C:3]1[N:8]=[C:7]([O:9]C)[C:6]([CH:11]=[O:12])=[C:5]([O:13][CH3:14])[N:4]=1.B(Br)(Br)Br.C(=O)(O)[O-].[Na+]. Product: [OH:9][C:7]1[C:6]([CH:11]=[O:12])=[C:5]([O:13][CH3:14])[N:4]=[C:3]([O:2][CH3:1])[N:8]=1. The catalyst class is: 4. (4) Reactant: C([Si](C)(C)[O:6][C@H:7]1[CH2:12][CH2:11][C@H:10]([N:13]2[C:18]3=[N:19][C:20]([NH:23][C:24]4[CH:29]=[CH:28][CH:27]=[CH:26][CH:25]=4)=[N:21][CH:22]=[C:17]3[CH2:16][N:15]([C:30]3[CH:35]=[CH:34][C:33]([O:36][CH3:37])=[CH:32][CH:31]=3)[C:14]2=[O:38])[CH2:9][CH2:8]1)(C)(C)C.O. Product: [OH:6][C@H:7]1[CH2:12][CH2:11][C@H:10]([N:13]2[C:18]3=[N:19][C:20]([NH:23][C:24]4[CH:29]=[CH:28][CH:27]=[CH:26][CH:25]=4)=[N:21][CH:22]=[C:17]3[CH2:16][N:15]([C:30]3[CH:31]=[CH:32][C:33]([O:36][CH3:37])=[CH:34][CH:35]=3)[C:14]2=[O:38])[CH2:9][CH2:8]1. The catalyst class is: 330. (5) Reactant: [BH-](OC(C)=O)(OC(C)=O)OC(C)=O.[Na+].[Br:15][C:16]([F:26])=[CH:17][C:18]1[CH:25]=[CH:24][C:21]([CH:22]=O)=[CH:20][CH:19]=1.[NH:27]1[CH2:32][CH2:31][O:30][CH2:29][CH2:28]1. Product: [Br:15]/[C:16](/[F:26])=[CH:17]/[C:18]1[CH:25]=[CH:24][C:21]([CH2:22][N:27]2[CH2:32][CH2:31][O:30][CH2:29][CH2:28]2)=[CH:20][CH:19]=1. The catalyst class is: 1. (6) Reactant: [CH2:1]([O:8][C:9]([N:11]1[CH:15]([C:16]([OH:18])=O)[CH2:14][S:13][C@@H:12]1[C:19]1[CH:24]=[CH:23][CH:22]=[CH:21][C:20]=1[O:25][CH3:26])=[O:10])[C:2]1[CH:7]=[CH:6][CH:5]=[CH:4][CH:3]=1.CCN(C(C)C)C(C)C.CN(C(ON1N=NC2C=CC=NC1=2)=[N+](C)C)C.F[P-](F)(F)(F)(F)F.[NH2:60][C:61]1[S:62][CH:63]=[C:64]([C:66]2[CH:77]=[CH:76][C:69]([C:70]([NH:72][CH:73]3[CH2:75][CH2:74]3)=[O:71])=[CH:68][CH:67]=2)[N:65]=1. The catalyst class is: 3. Product: [CH2:1]([O:8][C:9]([N:11]1[CH:15]([C:16](=[O:18])[NH:60][C:61]2[S:62][CH:63]=[C:64]([C:66]3[CH:67]=[CH:68][C:69]([C:70](=[O:71])[NH:72][CH:73]4[CH2:75][CH2:74]4)=[CH:76][CH:77]=3)[N:65]=2)[CH2:14][S:13][C@@H:12]1[C:19]1[CH:24]=[CH:23][CH:22]=[CH:21][C:20]=1[O:25][CH3:26])=[O:10])[C:2]1[CH:7]=[CH:6][CH:5]=[CH:4][CH:3]=1.